This data is from Full USPTO retrosynthesis dataset with 1.9M reactions from patents (1976-2016). The task is: Predict the reactants needed to synthesize the given product. (1) The reactants are: S(O)(C1C=CC(C)=CC=1)(=O)=O.O.[C:13]([N:20]1[CH2:25][CH2:24][NH:23][CH2:22][CH2:21]1)([O:15][C:16]([CH3:19])([CH3:18])[CH3:17])=[O:14].O=[C:27]([C:31]1[CH:36]=[CH:35][CH:34]=[CH:33][CH:32]=1)[CH2:28][C:29]#[N:30]. Given the product [C:29]([CH:28]=[C:27]([N:23]1[CH2:22][CH2:21][N:20]([C:13]([O:15][C:16]([CH3:19])([CH3:18])[CH3:17])=[O:14])[CH2:25][CH2:24]1)[C:31]1[CH:36]=[CH:35][CH:34]=[CH:33][CH:32]=1)#[N:30], predict the reactants needed to synthesize it. (2) Given the product [Cl:32][C:33]1[C:34]([CH2:43][N:6]2[C:5]3[CH:7]=[C:8]([O:12][CH2:13][CH2:14][CH2:15][C:16]([O:18][CH2:19][CH3:20])=[O:17])[CH:9]=[C:10]([CH3:11])[C:4]=3[N:3]=[C:2]2[CH3:1])=[N:35][CH:36]=[C:37]([C:39]([F:41])([F:40])[F:42])[CH:38]=1, predict the reactants needed to synthesize it. The reactants are: [CH3:1][C:2]1[NH:6][C:5]2[CH:7]=[C:8]([O:12][CH2:13][CH2:14][CH2:15][C:16]([O:18][CH2:19][CH3:20])=[O:17])[CH:9]=[C:10]([CH3:11])[C:4]=2[N:3]=1.C([O-])([O-])=O.[K+].[K+].CN(C=O)C.[Cl:32][C:33]1[C:34]([CH2:43]Cl)=[N:35][CH:36]=[C:37]([C:39]([F:42])([F:41])[F:40])[CH:38]=1.